Predict the reaction yield, written as a fraction of the theoretical maximum amount of product (1.0 means a 100% yield; for example, 0.34 means a 34% yield). From a dataset of Reaction yield outcomes from USPTO patents with 853,638 reactions. The reactants are Cl[C:2]1[C:3]([CH3:29])=[C:4]([C:23]2[CH:24]=[N:25][N:26]([CH3:28])[CH:27]=2)[C:5]([O:21][CH3:22])=[C:6]([CH:8]([N:10]2[C:14]3=[N:15][CH:16]=[N:17][C:18]([NH2:19])=[C:13]3[C:12]([CH3:20])=[N:11]2)[CH3:9])[CH:7]=1.[CH3:30][N:31](C)C(=O)C. The catalyst is [Zn].[C-]#N.[Zn+2].[C-]#N. The product is [NH2:19][C:18]1[N:17]=[CH:16][N:15]=[C:14]2[N:10]([CH:8]([C:6]3[C:5]([O:21][CH3:22])=[C:4]([C:23]4[CH:24]=[N:25][N:26]([CH3:28])[CH:27]=4)[C:3]([CH3:29])=[C:2]([CH:7]=3)[C:30]#[N:31])[CH3:9])[N:11]=[C:12]([CH3:20])[C:13]=12. The yield is 0.270.